From a dataset of Forward reaction prediction with 1.9M reactions from USPTO patents (1976-2016). Predict the product of the given reaction. (1) Given the reactants Cl.[NH2:2][OH:3].C(=O)([O-])[O-].[K+].[K+].[Br:10][C:11]1[CH:12]=[C:13]([S:17](Cl)(=[O:19])=[O:18])[CH:14]=[CH:15][CH:16]=1.S(Cl)(Cl)(=O)=O, predict the reaction product. The product is: [Br:10][C:11]1[CH:12]=[C:13]([S:17]([NH:2][OH:3])(=[O:19])=[O:18])[CH:14]=[CH:15][CH:16]=1. (2) Given the reactants C(OC([NH:8][C:9]([CH3:14])([C:11]([OH:13])=[O:12])[CH3:10])=O)(C)(C)C.[CH:15]1(O)[CH2:19][CH2:18][CH2:17][CH2:16]1.CCN=C=NCCCN(C)C.[ClH:32], predict the reaction product. The product is: [ClH:32].[CH3:14][C:9]([C:11]([O:13][CH:15]1[CH2:19][CH2:18][CH2:17][CH2:16]1)=[O:12])([CH3:10])[NH2:8]. (3) Given the reactants [NH2:1][C:2]1[CH:3]=[N:4][CH:5]=[CH:6][C:7]=1[NH:8][C@@H:9]1[CH2:14][CH2:13][C@H:12]([C:15]([O:17][CH3:18])=[O:16])[CH2:11][CH2:10]1.[C:19]([N:27]=[C:28]=S)(=[O:26])[C:20]1[CH:25]=[CH:24][CH:23]=[CH:22][CH:21]=1, predict the reaction product. The product is: [C:19](/[N:27]=[C:28]1/[N:8]([C@@H:9]2[CH2:10][CH2:11][C@H:12]([C:15]([O:17][CH3:18])=[O:16])[CH2:13][CH2:14]2)[C:7]2[CH:6]=[CH:5][N:4]=[CH:3][C:2]=2[NH:1]/1)(=[O:26])[C:20]1[CH:25]=[CH:24][CH:23]=[CH:22][CH:21]=1. (4) Given the reactants [CH2:1]([N:3]([CH2:17][CH3:18])[C:4]1[CH:13]=[C:12]2[C:7]([CH:8]=[C:9]([CH:15]=O)[C:10](=[O:14])[O:11]2)=[CH:6][CH:5]=1)[CH3:2].[Br-:19].[C:20]([CH2:23][CH2:24][CH2:25][CH2:26][CH2:27][N+:28]1[CH:33]=[CH:32][C:31]([CH3:34])=[CH:30][CH:29]=1)([OH:22])=[O:21], predict the reaction product. The product is: [Br-:19].[C:20]([CH2:23][CH2:24][CH2:25][CH2:26][CH2:27][N+:28]1[CH:29]=[CH:30][C:31](/[CH:34]=[CH:15]/[C:9]2[C:10](=[O:14])[O:11][C:12]3[C:7]([CH:8]=2)=[CH:6][CH:5]=[C:4]([N:3]([CH2:17][CH3:18])[CH2:1][CH3:2])[CH:13]=3)=[CH:32][CH:33]=1)([OH:22])=[O:21]. (5) Given the reactants [CH:1]1([CH2:4][OH:5])[CH2:3][CH2:2]1.[H-].[Na+].Cl[C:9]1[CH:18]=[N:17][C:16]2[C:15](=[O:19])[NH:14][CH:13]=[N:12][C:11]=2[CH:10]=1, predict the reaction product. The product is: [CH:1]1([CH2:4][O:5][C:9]2[CH:18]=[N:17][C:16]3[C:15](=[O:19])[NH:14][CH:13]=[N:12][C:11]=3[CH:10]=2)[CH2:3][CH2:2]1. (6) The product is: [C:21]([O:27][CH2:26][C@H:19]1[C@@H:20]([O:25][C:26](=[O:27])[CH3:19])[C@H:21]([O:24][C:17](=[O:18])[CH3:22])[C@@H:22]([O:23][C:13](=[O:16])[CH3:12])[C@@H:17]([O:16][C:13]2[CH:14]=[CH:15][C:10]([C:6]3[CH:7]=[CH:8][CH:9]=[C:4]([C:3](=[O:29])[NH:2][CH3:1])[CH:5]=3)=[CH:11][C:12]=2[CH3:28])[O:18]1)(=[O:24])[CH3:20]. Given the reactants [CH3:1][NH:2][C:3](=[O:29])[C:4]1[CH:9]=[CH:8][CH:7]=[C:6]([C:10]2[CH:15]=[CH:14][C:13]([O:16][C@@H:17]3[C@H:22]([OH:23])[C@@H:21]([OH:24])[C@H:20]([OH:25])[C@H:19]([CH2:26][OH:27])[O:18]3)=[C:12]([CH3:28])[CH:11]=2)[CH:5]=1, predict the reaction product. (7) Given the reactants Cl.[C:2]1([C@H:8]([NH:10][C@H:11]([CH3:22])[CH2:12][C:13]2[CH:14]=[C:15]([CH2:19][C:20]#[N:21])[CH:16]=[CH:17][CH:18]=2)[CH3:9])[CH:7]=[CH:6][CH:5]=[CH:4][CH:3]=1.[BH4-].[Na+].Cl.[OH-].[Na+], predict the reaction product. The product is: [NH2:21][CH2:20][CH2:19][C:15]1[CH:14]=[C:13]([CH2:12][C@H:11]([NH:10][C@@H:8]([C:2]2[CH:3]=[CH:4][CH:5]=[CH:6][CH:7]=2)[CH3:9])[CH3:22])[CH:18]=[CH:17][CH:16]=1. (8) Given the reactants [NH2:1][C:2]1[CH:3]=[CH:4][C:5]2[S:9][C:8]([S:10][CH3:11])=[N:7][C:6]=2[CH:12]=1.[C:13](O[C:13]([C:15]([F:18])([F:17])[F:16])=[O:14])([C:15]([F:18])([F:17])[F:16])=[O:14], predict the reaction product. The product is: [CH3:11][S:10][C:8]1[S:9][C:5]2[CH:4]=[CH:3][C:2]([NH:1][C:13](=[O:14])[C:15]([F:18])([F:17])[F:16])=[CH:12][C:6]=2[N:7]=1. (9) The product is: [CH:12]1([NH:18][C:2]2[N:7]3[N:8]=[C:9]([NH2:11])[N:10]=[C:6]3[CH:5]=[CH:4][CH:3]=2)[CH2:17][CH2:16][CH2:15][CH2:14][CH2:13]1. Given the reactants Cl[C:2]1[N:7]2[N:8]=[C:9]([NH2:11])[N:10]=[C:6]2[CH:5]=[CH:4][CH:3]=1.[CH:12]1([NH2:18])[CH2:17][CH2:16][CH2:15][CH2:14][CH2:13]1, predict the reaction product.